From a dataset of NCI-60 drug combinations with 297,098 pairs across 59 cell lines. Regression. Given two drug SMILES strings and cell line genomic features, predict the synergy score measuring deviation from expected non-interaction effect. Drug 1: C1CN(CCN1C(=O)CCBr)C(=O)CCBr. Drug 2: CCC1(C2=C(COC1=O)C(=O)N3CC4=CC5=C(C=CC(=C5CN(C)C)O)N=C4C3=C2)O.Cl. Cell line: NCI-H322M. Synergy scores: CSS=6.50, Synergy_ZIP=-5.63, Synergy_Bliss=-4.52, Synergy_Loewe=-4.45, Synergy_HSA=-3.51.